This data is from Peptide-MHC class I binding affinity with 185,985 pairs from IEDB/IMGT. The task is: Regression. Given a peptide amino acid sequence and an MHC pseudo amino acid sequence, predict their binding affinity value. This is MHC class I binding data. (1) The peptide sequence is SLVWAPLILAYF. The MHC is HLA-A30:02 with pseudo-sequence HLA-A30:02. The binding affinity (normalized) is 0. (2) The peptide sequence is KYKLKHIVW. The MHC is HLA-A03:01 with pseudo-sequence HLA-A03:01. The binding affinity (normalized) is 0. (3) The peptide sequence is MLVCGDDLVV. The MHC is HLA-A02:01 with pseudo-sequence HLA-A02:01. The binding affinity (normalized) is 0.577. (4) The peptide sequence is GLLGWSPQA. The MHC is HLA-A02:03 with pseudo-sequence HLA-A02:03. The binding affinity (normalized) is 0.662. (5) The peptide sequence is RSLYNTIAVLY. The MHC is HLA-B15:09 with pseudo-sequence HLA-B15:09. The binding affinity (normalized) is 0.0847. (6) The peptide sequence is KRWIILGLNK. The MHC is HLA-B45:01 with pseudo-sequence HLA-B45:01. The binding affinity (normalized) is 0. (7) The MHC is HLA-B44:02 with pseudo-sequence HLA-B44:02. The binding affinity (normalized) is 0.467. The peptide sequence is ADYLSCSHF. (8) The binding affinity (normalized) is 0.213. The MHC is HLA-B27:05 with pseudo-sequence HLA-B27:05. The peptide sequence is LTMVAGAVW.